From a dataset of Catalyst prediction with 721,799 reactions and 888 catalyst types from USPTO. Predict which catalyst facilitates the given reaction. (1) Reactant: [C:1]1(=[O:7])[O:6][C:4](=[O:5])[CH2:3][CH2:2]1.ON1C(=O)CCC1=O.[C:16]([OH:20])([CH3:19])([CH3:18])[CH3:17]. Product: [C:16]([O:20][C:4](=[O:5])[CH2:3][CH2:2][C:1]([OH:6])=[O:7])([CH3:19])([CH3:18])[CH3:17]. The catalyst class is: 277. (2) Product: [CH:10]([C:8]1[N:9]=[C:5]([NH:4][C:1](=[O:3])[CH3:2])[S:6][C:7]=1[C:14]1[CH:15]=[CH:16][C:17]([S:20][CH3:21])=[CH:18][CH:19]=1)=[O:11]. The catalyst class is: 7. Reactant: [C:1]([NH:4][C:5]1[S:6][C:7]([C:14]2[CH:19]=[CH:18][C:17]([S:20][CH3:21])=[CH:16][CH:15]=2)=[C:8]([C:10](OC)=[O:11])[N:9]=1)(=[O:3])[CH3:2].[H-].[Al+3].[Li+].[H-].[H-].[H-]. (3) Reactant: [ClH:1].Cl.Cl[C:4]1[CH:9]=[CH:8][C:7]([C:10]2[S:18][C:17]3[C:16](=[O:19])[N:15]([CH2:20][CH2:21][C:22]4[CH:27]=[CH:26][C:25]([CH2:28][NH:29][CH3:30])=[CH:24][CH:23]=4)[CH:14]=[N:13][C:12]=3[CH:11]=2)=[CH:6][CH:5]=1.[CH3:31][N:32]([CH3:36])[C:33](Cl)=[O:34].C(N(CC)CC)C.O1CCCC1. Product: [Cl:1][C:4]1[CH:9]=[CH:8][C:7]([C:10]2[S:18][C:17]3[C:16](=[O:19])[N:15]([CH2:20][CH2:21][C:22]4[CH:27]=[CH:26][C:25]([CH2:28][N:29]([CH3:30])[C:33]([N:32]([CH3:36])[CH3:31])=[O:34])=[CH:24][CH:23]=4)[CH:14]=[N:13][C:12]=3[CH:11]=2)=[CH:6][CH:5]=1. The catalyst class is: 13. (4) Reactant: C([O-])([O-])=O.[Na+].[Na+].[NH:7]1[CH2:14][CH2:13][CH2:12][C@H:8]1[C:9]([OH:11])=[O:10].[Cl:15][C:16]1[CH:17]=[C:18]([S:23](Cl)(=[O:25])=[O:24])[CH:19]=[C:20]([Cl:22])[CH:21]=1. Product: [Cl:22][C:20]1[CH:19]=[C:18]([S:23]([N:7]2[CH2:14][CH2:13][CH2:12][C@H:8]2[C:9]([OH:11])=[O:10])(=[O:24])=[O:25])[CH:17]=[C:16]([Cl:15])[CH:21]=1. The catalyst class is: 127. (5) Reactant: Cl[C:2]1[CH:3]=[CH:4][C:5]2[N:6]([C:8]([C@@H:11]([O:13][C:14]3[C:15]4[O:23][CH:22]=[CH:21][C:16]=4[CH:17]=[N:18][C:19]=3[NH2:20])[CH3:12])=[N:9][N:10]=2)[N:7]=1.[CH3:24][N:25]1[CH:29]=[C:28](B2OC(C)(C)C(C)(C)O2)[CH:27]=[N:26]1.C(=O)([O-])[O-].[K+].[K+].O1CCOCC1. Product: [CH3:24][N:25]1[CH:29]=[C:28]([C:2]2[CH:3]=[CH:4][C:5]3[N:6]([C:8]([C@@H:11]([O:13][C:14]4[C:15]5[O:23][CH:22]=[CH:21][C:16]=5[CH:17]=[N:18][C:19]=4[NH2:20])[CH3:12])=[N:9][N:10]=3)[N:7]=2)[CH:27]=[N:26]1. The catalyst class is: 103. (6) Reactant: FC(F)(F)C([O-])=O.[NH2:8][C:9]1([C:23]2[S:24][C:25]([C:28]3[CH:33]=[C:32]([CH3:34])[CH:31]=[C:30]([NH:35][C:36]4[CH:41]=[C:40]([C:42]([F:45])([F:44])[F:43])[CH:39]=[CH:38][N:37]=4)[N:29]=3)=[CH:26][N:27]=2)[CH2:18][CH2:17][CH2:16][C:15]2[CH:14]=[C:13]([C:19]([O:21]C)=[O:20])[CH:12]=[CH:11][C:10]1=2.[OH-].[Na+]. Product: [NH2:8][C:9]1([C:23]2[S:24][C:25]([C:28]3[CH:33]=[C:32]([CH3:34])[CH:31]=[C:30]([NH:35][C:36]4[CH:41]=[C:40]([C:42]([F:43])([F:45])[F:44])[CH:39]=[CH:38][N:37]=4)[N:29]=3)=[CH:26][N:27]=2)[CH2:18][CH2:17][CH2:16][C:15]2[CH:14]=[C:13]([C:19]([OH:21])=[O:20])[CH:12]=[CH:11][C:10]1=2. The catalyst class is: 14. (7) Reactant: [CH3:1][C:2]1[CH:3]=[C:4]([CH:19]=[CH:20][C:21]=1[CH3:22])[C:5]([C:7]1[C:16](=[O:17])[C:15]2[C:10](=[C:11]([CH3:18])[CH:12]=[CH:13][N:14]=2)[NH:9][CH:8]=1)=[O:6].[H-].[Na+].[Br:25][C:26]1[CH:31]=[CH:30][CH:29]=[C:28]([CH2:32]Br)[N:27]=1. Product: [Br:25][C:26]1[N:27]=[C:28]([CH2:32][N:9]2[C:10]3[C:15](=[N:14][CH:13]=[CH:12][C:11]=3[CH3:18])[C:16](=[O:17])[C:7]([C:5](=[O:6])[C:4]3[CH:19]=[CH:20][C:21]([CH3:22])=[C:2]([CH3:1])[CH:3]=3)=[CH:8]2)[CH:29]=[CH:30][CH:31]=1. The catalyst class is: 9. (8) Reactant: C([O:8][C:9](=[O:38])[CH2:10][C@@H:11]([N:24]1[CH:28]=[CH:27][C:26]([C:29]2[CH:34]=[CH:33][C:32]([CH2:35][CH2:36][CH3:37])=[CH:31][CH:30]=2)=[CH:25]1)[C:12]([NH:14][C@H:15]([C:20](=[O:23])[NH:21][CH3:22])[C:16]([CH3:19])([CH3:18])[CH3:17])=[O:13])C1C=CC=CC=1. Product: [CH3:18][C:16]([CH3:17])([CH3:19])[C@H:15]([NH:14][C:12](=[O:13])[C@H:11]([N:24]1[CH:28]=[CH:27][C:26]([C:29]2[CH:34]=[CH:33][C:32]([CH2:35][CH2:36][CH3:37])=[CH:31][CH:30]=2)=[CH:25]1)[CH2:10][C:9]([OH:38])=[O:8])[C:20](=[O:23])[NH:21][CH3:22]. The catalyst class is: 191. (9) Reactant: [C:1]([O:5][CH2:6][CH3:7])(=[O:4])[C:2]#[CH:3].[Br:8][C:9]1[CH:14]=[CH:13][CH:12]=[C:11](I)[CH:10]=1.C(=O)([O-])[O-].[K+].[K+]. Product: [Br:8][C:9]1[CH:10]=[C:11]([C:3]#[C:2][C:1]([O:5][CH2:6][CH3:7])=[O:4])[CH:12]=[CH:13][CH:14]=1. The catalyst class is: 590.